Task: Predict the reaction yield, written as a fraction of the theoretical maximum amount of product (1.0 means a 100% yield; for example, 0.34 means a 34% yield).. Dataset: Reaction yield outcomes from USPTO patents with 853,638 reactions (1) The reactants are BrC1C=CC(F)=C([C@]2(C)[C@H]3[C@](C(F)F)(C3)SC(N)=N2)C=1.C(OC(=O)[N:27]([C:36]1[S:37][C@:38]2([C:53](=[O:55])[NH2:54])[C@H:40]([C@:41]([C:44]3[C:45]([O:51][CH3:52])=[N:46][CH:47]=[C:48]([Br:50])[CH:49]=3)([CH3:43])[N:42]=1)[CH2:39]2)COCC[Si](C)(C)C)(C)(C)C. No catalyst specified. The product is [NH2:27][C:36]1[S:37][C@:38]2([C:53]([NH2:54])=[O:55])[C@H:40]([C@:41]([C:44]3[C:45]([O:51][CH3:52])=[N:46][CH:47]=[C:48]([Br:50])[CH:49]=3)([CH3:43])[N:42]=1)[CH2:39]2. The yield is 1.00. (2) The product is [C:30]([NH:1][C:2]1[CH:3]=[C:4]([C:8]2[CH2:13][CH2:12][N:11]([C:14]([O:16][C:17]([CH3:20])([CH3:19])[CH3:18])=[O:15])[CH2:10][CH:9]=2)[CH:5]=[CH:6][CH:7]=1)(=[O:34])[CH:31]([CH3:33])[CH3:32]. The catalyst is ClCCl. The yield is 0.520. The reactants are [NH2:1][C:2]1[CH:3]=[C:4]([C:8]2[CH2:9][CH2:10][N:11]([C:14]([O:16][C:17]([CH3:20])([CH3:19])[CH3:18])=[O:15])[CH2:12][CH:13]=2)[CH:5]=[CH:6][CH:7]=1.C(N(C(C)C)CC)(C)C.[C:30](Cl)(=[O:34])[CH:31]([CH3:33])[CH3:32]. (3) The reactants are [CH3:1][N:2]([CH3:53])[C:3]1[CH:8]=[CH:7][C:6]([N:9]=[N:10][C:11]2[CH:52]=[CH:51][C:14]([C:15]([NH:17][CH2:18][CH:19]([CH2:24][CH2:25][C:26]([F:50])([F:49])[C:27]([F:48])([F:47])[C:28]([F:46])([F:45])[C:29]([F:44])([F:43])[C:30]([F:42])([F:41])[C:31]([F:40])([F:39])[C:32]([F:38])([F:37])[C:33]([F:36])([F:35])[F:34])[C:20]([O:22]C)=[O:21])=[O:16])=[CH:13][CH:12]=2)=[CH:5][CH:4]=1.[OH-].[Na+]. The catalyst is CO.O. The product is [CH3:53][N:2]([CH3:1])[C:3]1[CH:8]=[CH:7][C:6]([N:9]=[N:10][C:11]2[CH:12]=[CH:13][C:14]([C:15]([NH:17][CH2:18][CH:19]([CH2:24][CH2:25][C:26]([F:50])([F:49])[C:27]([F:47])([F:48])[C:28]([F:45])([F:46])[C:29]([F:43])([F:44])[C:30]([F:41])([F:42])[C:31]([F:40])([F:39])[C:32]([F:38])([F:37])[C:33]([F:36])([F:35])[F:34])[C:20]([OH:22])=[O:21])=[O:16])=[CH:51][CH:52]=2)=[CH:5][CH:4]=1. The yield is 0.970. (4) The reactants are [CH3:1][O:2][C:3]1[CH:4]=[C:5]2[C:10](=[CH:11][C:12]=1[O:13][CH3:14])[N:9]=[CH:8][N:7]=[C:6]2[O:15][C:16]1[C:17]([CH3:23])=[C:18]([CH:20]=[CH:21][CH:22]=1)[NH2:19].[C:24]([C:28]1[CH:32]=[C:31]([NH:33][C:34](=O)[O:35]C2C=CC=CC=2)[N:30]([C:43]2[CH:48]=[CH:47][C:46]([CH3:49])=[CH:45][CH:44]=2)[N:29]=1)([CH3:27])([CH3:26])[CH3:25]. No catalyst specified. The product is [C:24]([C:28]1[CH:32]=[C:31]([NH:33][C:34]([NH:19][C:18]2[CH:20]=[CH:21][CH:22]=[C:16]([O:15][C:6]3[C:5]4[C:10](=[CH:11][C:12]([O:13][CH3:14])=[C:3]([O:2][CH3:1])[CH:4]=4)[N:9]=[CH:8][N:7]=3)[C:17]=2[CH3:23])=[O:35])[N:30]([C:43]2[CH:48]=[CH:47][C:46]([CH3:49])=[CH:45][CH:44]=2)[N:29]=1)([CH3:27])([CH3:26])[CH3:25]. The yield is 0.790. (5) The reactants are [NH:1]1[C:9]2[C:4](=[CH:5][CH:6]=[CH:7][CH:8]=2)[CH:3]=[C:2]1[C:10]([CH3:17])([CH3:16])[C:11]([O:13][CH2:14][CH3:15])=[O:12].[N+:18]([O-])([O-:20])=[O:19].[Na+]. The product is [CH3:17][C:10]([C:2]1[NH:1][C:9]2[C:4]([CH:3]=1)=[CH:5][C:6]([N+:18]([O-:20])=[O:19])=[CH:7][CH:8]=2)([CH3:16])[C:11]([O:13][CH2:14][CH3:15])=[O:12]. The catalyst is S(=O)(=O)(O)O. The yield is 0.570. (6) The reactants are CN1C(=O)CCC1.[CH3:8][O:9][C:10]1[N:15]=[CH:14][C:13]([NH:16][C:17](=[O:23])[O:18][C:19]([CH3:22])([CH3:21])[CH3:20])=[CH:12][CH:11]=1.CC(C)([O-])C.[K+].[CH3:30][C@:31]1([CH2:39][N:40]2[C:44]3[CH:45]=[C:46]([C:49]#[N:50])[CH:47]=[CH:48][C:43]=3[N:42]=[CH:41]2)CCC[C@:33]2(OC2)[CH2:32]1. The catalyst is CC#N. The product is [CH3:8][O:9][C:10]1[N:15]=[CH:14][C:13]([N:16]2[CH2:21][C@@:19]3([CH2:20][CH2:33][CH2:32][C@@:31]([CH2:39][N:40]4[C:44]5[CH:45]=[C:46]([C:49]#[N:50])[CH:47]=[CH:48][C:43]=5[N:42]=[CH:41]4)([CH3:30])[CH2:22]3)[O:18][C:17]2=[O:23])=[CH:12][CH:11]=1. The yield is 0.340. (7) The catalyst is CN(C=O)C. The product is [CH3:17][C:3]1[CH:4]=[C:5]([C:8](=[O:16])[CH2:9][C:10]2[CH:11]=[CH:12][CH:13]=[CH:14][CH:15]=2)[CH:6]=[CH:7][C:2]=1[O:1][CH2:29][C:27]([O:26][CH2:25][CH3:24])=[O:28]. The reactants are [OH:1][C:2]1[CH:7]=[CH:6][C:5]([C:8](=[O:16])[CH2:9][C:10]2[CH:15]=[CH:14][CH:13]=[CH:12][CH:11]=2)=[CH:4][C:3]=1[CH3:17].C(=O)([O-])[O-].[K+].[K+].[CH3:24][CH2:25][O:26][C:27]([CH2:29]Br)=[O:28]. The yield is 0.900. (8) The reactants are [F:1][C:2]1[CH:16]=[C:15]([N+:17]([O-])=O)[CH:14]=[CH:13][C:3]=1[O:4][CH2:5][CH2:6][N:7]1[CH2:12][CH2:11][O:10][CH2:9][CH2:8]1. The catalyst is C1COCC1.[Pd]. The product is [F:1][C:2]1[CH:16]=[C:15]([CH:14]=[CH:13][C:3]=1[O:4][CH2:5][CH2:6][N:7]1[CH2:8][CH2:9][O:10][CH2:11][CH2:12]1)[NH2:17]. The yield is 0.860. (9) The reactants are I[C:2]1[N:7]=[C:6]([N:8]2[CH2:13][CH2:12][N:11]([C:14]([O:16][C:17]([CH3:20])([CH3:19])[CH3:18])=[O:15])[C@@H:10]([CH2:21][CH:22]([CH3:24])[CH3:23])[CH2:9]2)[CH:5]=[N:4][CH:3]=1.[F:25][C:26]1[C:31]([C:32](N(OC)C)=[O:33])=[CH:30][CH:29]=[CH:28][N:27]=1. The catalyst is C1COCC1. The product is [F:25][C:26]1[N:27]=[CH:28][CH:29]=[CH:30][C:31]=1[C:32]([C:2]1[N:7]=[C:6]([N:8]2[CH2:13][CH2:12][N:11]([C:14]([O:16][C:17]([CH3:20])([CH3:19])[CH3:18])=[O:15])[C@@H:10]([CH2:21][CH:22]([CH3:24])[CH3:23])[CH2:9]2)[CH:5]=[N:4][CH:3]=1)=[O:33]. The yield is 0.610.